Dataset: Catalyst prediction with 721,799 reactions and 888 catalyst types from USPTO. Task: Predict which catalyst facilitates the given reaction. (1) Reactant: [Cl:1][C:2]1[C:3]([O:12][C:13]2[CH:18]=[C:17]([O:19][CH2:20][CH2:21][O:22][CH3:23])[CH:16]=[CH:15][C:14]=2[CH2:24][OH:25])=[N:4][CH:5]=[C:6]([C:8]([F:11])([F:10])[F:9])[CH:7]=1.Cl[S:27]([N:30]=[C:31]=[O:32])(=[O:29])=[O:28].[N:33]1[CH:38]=[CH:37][CH:36]=[CH:35]C=1.Cl. The catalyst class is: 133. Product: [CH:37]1([CH2:38][NH:33][S:27]([NH:30][C:31](=[O:32])[O:25][CH2:24][C:14]2[CH:15]=[CH:16][C:17]([O:19][CH2:20][CH2:21][O:22][CH3:23])=[CH:18][C:13]=2[O:12][C:3]2[C:2]([Cl:1])=[CH:7][C:6]([C:8]([F:9])([F:11])[F:10])=[CH:5][N:4]=2)(=[O:29])=[O:28])[CH2:35][CH2:36]1. (2) Reactant: [F:1][C:2]1[CH:7]=[CH:6][C:5]([S:8](Cl)(=[O:10])=[O:9])=[CH:4][CH:3]=1.Cl.[CH3:13][NH:14][CH3:15]. Product: [F:1][C:2]1[CH:7]=[CH:6][C:5]([S:8]([N:14]([CH3:15])[CH3:13])(=[O:10])=[O:9])=[CH:4][CH:3]=1. The catalyst class is: 453. (3) The catalyst class is: 374. Product: [CH3:29][C:23]1[NH:22][C:21](=[O:30])[C:20]([CH2:19][NH:18][C:15]([C:8]2[C:7]3[CH:6]=[CH:5][NH:4][C:12]=3[C:11]([O:13][CH3:14])=[CH:10][CH:9]=2)=[O:17])=[C:25]([CH2:26][CH2:27][CH3:28])[CH:24]=1. Reactant: CC([N:4]1[C:12]2[C:11]([O:13][CH3:14])=[CH:10][CH:9]=[C:8]([C:15]([OH:17])=O)[C:7]=2[CH:6]=[CH:5]1)C.[NH2:18][CH2:19][C:20]1[C:21](=[O:30])[NH:22][C:23]([CH3:29])=[CH:24][C:25]=1[CH2:26][CH2:27][CH3:28].ON1C2N=CC=CC=2N=N1.C(Cl)CCl.CN1CCOCC1. (4) Reactant: C(N(CC)CC)C.[CH:8]([C:10]1[C:18]2[C:13](=[CH:14][C:15]([N:19]3[CH2:24][CH2:23][O:22][CH2:21][CH2:20]3)=[CH:16][CH:17]=2)[N:12](C(OC(C)(C)C)=O)[CH:11]=1)=[O:9].[CH:32](=[N:39][C:40]1[CH:45]=[CH:44][CH:43]=[C:42]([O:46][CH3:47])[CH:41]=1)[C:33]1[CH:38]=[CH:37][CH:36]=[CH:35][CH:34]=1. Product: [CH3:47][O:46][C:42]1[CH:41]=[C:40]([NH:39][CH:32]([C:33]2[CH:38]=[CH:37][CH:36]=[CH:35][CH:34]=2)[C:8]([C:10]2[C:18]3[C:13](=[CH:14][C:15]([N:19]4[CH2:20][CH2:21][O:22][CH2:23][CH2:24]4)=[CH:16][CH:17]=3)[NH:12][CH:11]=2)=[O:9])[CH:45]=[CH:44][CH:43]=1. The catalyst class is: 433. (5) Reactant: Cl.NC(C[C:18]1[CH:26]=[C:25]([Cl:27])[C:24]([O:28][CH3:29])=[C:23]2[C:19]=1[CH:20]=[N:21][N:22]2[S:30]([C:33]1[CH:38]=[CH:37][CH:36]=[CH:35][CH:34]=1)(=[O:32])=[O:31])C(NCCCCC1C=CC=CC=1)=O.[C:39]1([S:45](Cl)(=[O:47])=[O:46])[CH:44]=[CH:43][CH:42]=[CH:41][CH:40]=1.[N:49]1[CH:54]=[CH:53][CH:52]=[CH:51][CH:50]=1. Product: [C:39]1([S:45]([NH:22][CH:23]([CH2:19][C:20]2[C:19]3[C:23](=[C:24]([O:28][CH3:29])[C:25]([Cl:27])=[CH:26][CH:18]=3)[N:22]([S:30]([C:33]3[CH:38]=[CH:37][CH:36]=[CH:35][CH:34]=3)(=[O:31])=[O:32])[N:21]=2)[C:24]([NH:49][CH2:54][CH2:53][CH2:52][CH2:51][C:50]2[CH:37]=[CH:38][CH:33]=[CH:34][CH:35]=2)=[O:28])(=[O:47])=[O:46])[CH:44]=[CH:43][CH:42]=[CH:41][CH:40]=1. The catalyst class is: 317.